Task: Predict which catalyst facilitates the given reaction.. Dataset: Catalyst prediction with 721,799 reactions and 888 catalyst types from USPTO Reactant: [CH3:1][O:2][C:3]([C:5]1[CH:10]=[CH:9][C:8]([CH2:11][N:12]([CH2:31][C:32]2[CH:41]=[CH:40][C:35]([C:36]([O:38][CH3:39])=[O:37])=[C:34]([O:42]CC3C=CC=CC=3)[CH:33]=2)[C:13](=[O:30])[CH2:14][CH2:15][CH2:16][CH2:17][CH2:18][NH:19]C(OCC2C=CC=CC=2)=O)=[CH:7][C:6]=1[O:50]CC1C=CC=CC=1)=[O:4].Cl. Product: [NH2:19][CH2:18][CH2:17][CH2:16][CH2:15][CH2:14][C:13]([N:12]([CH2:11][C:8]1[CH:9]=[CH:10][C:5]([C:3]([O:2][CH3:1])=[O:4])=[C:6]([OH:50])[CH:7]=1)[CH2:31][C:32]1[CH:41]=[CH:40][C:35]([C:36]([O:38][CH3:39])=[O:37])=[C:34]([OH:42])[CH:33]=1)=[O:30]. The catalyst class is: 19.